From a dataset of Catalyst prediction with 721,799 reactions and 888 catalyst types from USPTO. Predict which catalyst facilitates the given reaction. (1) Reactant: [CH2:1]([O:8][C:9]1[C:10]([C:15]([O:17][CH3:18])=[O:16])=[N:11][CH:12]=[CH:13][CH:14]=1)[C:2]1[CH:7]=[CH:6][CH:5]=[CH:4][CH:3]=1.ClC1C=C(C=CC=1)C(OO)=[O:24]. Product: [CH2:1]([O:8][C:9]1[CH:14]=[CH:13][CH:12]=[N+:11]([O-:24])[C:10]=1[C:15]([O:17][CH3:18])=[O:16])[C:2]1[CH:3]=[CH:4][CH:5]=[CH:6][CH:7]=1. The catalyst class is: 2. (2) Reactant: [C:1]([N:5]1[C:10](=[O:11])[CH:9]2[CH2:12][CH:6]1[CH:7]=[CH:8]2)(=[O:4])[CH2:2][CH3:3].CC(O)CC.[BH4-].[Na+].Cl. Product: [C:1]([NH:5][CH:6]1[CH2:12][CH:9]([CH2:10][OH:11])[CH:8]=[CH:7]1)(=[O:4])[CH2:2][CH3:3]. The catalyst class is: 6. (3) Reactant: [H-].[Na+].[OH:3][C:4]1[C:9]2[CH:10]=[C:11]([C:13]([O:15][CH3:16])=[O:14])[O:12][C:8]=2[CH:7]=[CH:6][CH:5]=1.[CH3:17]I. Product: [CH3:17][O:3][C:4]1[C:9]2[CH:10]=[C:11]([C:13]([O:15][CH3:16])=[O:14])[O:12][C:8]=2[CH:7]=[CH:6][CH:5]=1. The catalyst class is: 3. (4) Reactant: [CH3:1][O:2][C:3]([CH:5]1[CH2:10][CH2:9][CH2:8][C:7](=[O:11])[N:6]1[C:12]([O:14][C:15]([CH3:18])([CH3:17])[CH3:16])=[O:13])=[O:4].[NH4+].[Cl-]. Product: [CH3:1][O:2][C:3]([CH:5]1[CH2:10][CH2:9][CH2:8][CH:7]([OH:11])[N:6]1[C:12]([O:14][C:15]([CH3:18])([CH3:17])[CH3:16])=[O:13])=[O:4]. The catalyst class is: 1. (5) The catalyst class is: 3. Reactant: [NH:1]1[C:9]2[C:4](=[CH:5][C:6]([CH:10]([C:17]3[CH:22]=[CH:21][CH:20]=[CH:19][CH:18]=3)[C:11]([CH3:16])([CH3:15])[C:12]([OH:14])=O)=[CH:7][CH:8]=2)[CH:3]=[CH:2]1.[NH2:23][C:24]1[S:25][CH:26]=[CH:27][N:28]=1.C(N(C(C)C)CC)(C)C.CN(C(ON1N=NC2C=CC=NC1=2)=[N+](C)C)C.F[P-](F)(F)(F)(F)F. Product: [NH:1]1[C:9]2[C:4](=[CH:5][C:6]([CH:10]([C:17]3[CH:18]=[CH:19][CH:20]=[CH:21][CH:22]=3)[C:11]([CH3:15])([CH3:16])[C:12]([NH:23][C:24]3[S:25][CH:26]=[CH:27][N:28]=3)=[O:14])=[CH:7][CH:8]=2)[CH:3]=[CH:2]1. (6) Reactant: [CH3:1][C:2]1[C:7]([CH3:8])=[CH:6][CH:5]=[CH:4][C:3]=1[OH:9].Br[CH2:11][C:12]([O:14][CH3:15])=[O:13].C(=O)([O-])[O-].[Cs+].[Cs+]. Product: [CH3:1][C:2]1[C:7]([CH3:8])=[CH:6][CH:5]=[CH:4][C:3]=1[O:9][CH2:11][C:12]([O:14][CH3:15])=[O:13]. The catalyst class is: 10.